Dataset: Peptide-MHC class II binding affinity with 134,281 pairs from IEDB. Task: Regression. Given a peptide amino acid sequence and an MHC pseudo amino acid sequence, predict their binding affinity value. This is MHC class II binding data. (1) The peptide sequence is AVHVWLRLPAGRVEI. The MHC is HLA-DPA10103-DPB10301 with pseudo-sequence HLA-DPA10103-DPB10301. The binding affinity (normalized) is 0.527. (2) The peptide sequence is IDLTKIDRCFQLRGNG. The MHC is DRB5_0101 with pseudo-sequence DRB5_0101. The binding affinity (normalized) is 0.425. (3) The peptide sequence is AAGDGNIVAVDIKPK. The MHC is DRB5_0101 with pseudo-sequence DRB5_0101. The binding affinity (normalized) is 0.440. (4) The peptide sequence is VDAAFKVAATAANAA. The MHC is HLA-DPA10201-DPB10501 with pseudo-sequence HLA-DPA10201-DPB10501. The binding affinity (normalized) is 0.289. (5) The peptide sequence is GLYNHNNTTYCSILSDII. The MHC is DRB1_0101 with pseudo-sequence DRB1_0101. The binding affinity (normalized) is 0.265. (6) The peptide sequence is HSLLDEGKQSLTKLA. The MHC is DRB4_0101 with pseudo-sequence DRB4_0103. The binding affinity (normalized) is 0.220. (7) The peptide sequence is ALTGATEIQNSGGTS. The MHC is DRB5_0101 with pseudo-sequence DRB5_0101. The binding affinity (normalized) is 0.241.